The task is: Predict the reactants needed to synthesize the given product.. This data is from Full USPTO retrosynthesis dataset with 1.9M reactions from patents (1976-2016). (1) Given the product [Br:10][C:8]1[CH:7]=[C:4]([CH:3]=[C:2]([N:13]([CH3:12])[CH3:15])[CH:9]=1)[C:5]#[N:6], predict the reactants needed to synthesize it. The reactants are: N[C:2]1[CH:3]=[C:4]([CH:7]=[C:8]([Br:10])[CH:9]=1)[C:5]#[N:6].[BH3-][C:12]#[N:13].[Na+].[CH3:15]COC(C)=O.C([O-])(O)=O.[Na+]. (2) Given the product [CH2:19]([O:12][C:5]([CH3:11])([C:4]([F:15])([F:3])[CH:13]=[CH2:14])[C:6]([O:8][CH2:9][CH3:10])=[O:7])[CH:18]=[CH2:17], predict the reactants needed to synthesize it. The reactants are: [H-].[Na+].[F:3][C:4]([F:15])([CH:13]=[CH2:14])[C:5]([OH:12])([CH3:11])[C:6]([O:8][CH2:9][CH3:10])=[O:7].Br[CH2:17][CH:18]=[CH2:19]. (3) Given the product [CH3:20][O:18][C:15]([C:12]1[CH:11]=[CH:10][C:9]([B:4]2[O:3][C:2]([CH3:19])([CH3:1])[C:6]([CH3:7])([CH3:8])[O:5]2)=[CH:14][CH:13]=1)([CH3:17])[CH3:16], predict the reactants needed to synthesize it. The reactants are: [CH3:1][C:2]1([CH3:19])[C:6]([CH3:8])([CH3:7])[O:5][B:4]([C:9]2[CH:14]=[CH:13][C:12]([C:15]([OH:18])([CH3:17])[CH3:16])=[CH:11][CH:10]=2)[O:3]1.[C:20](C1C(=O)C(Cl)=C(Cl)C(=O)C=1C#N)#N.